From a dataset of Forward reaction prediction with 1.9M reactions from USPTO patents (1976-2016). Predict the product of the given reaction. Given the reactants [CH2:1]([N:3]1[C:11]2[C:6](=[CH:7][CH:8]=[C:9]([O:12][CH3:13])[CH:10]=2)[C:5]([C:14](=[O:16])[CH3:15])=[CH:4]1)[CH3:2].[CH2:17]([N:19]1C2C(=CC=C(OC)C=2)C=C1)C.COC(OC)N(C)C.N1CCCC1.Cl.ON, predict the reaction product. The product is: [CH2:1]([N:3]1[C:11]2[C:6](=[CH:7][CH:8]=[C:9]([O:12][CH3:13])[CH:10]=2)[C:5]([C:14]2[O:16][N:19]=[CH:17][CH:15]=2)=[CH:4]1)[CH3:2].